From a dataset of Reaction yield outcomes from USPTO patents with 853,638 reactions. Predict the reaction yield, written as a fraction of the theoretical maximum amount of product (1.0 means a 100% yield; for example, 0.34 means a 34% yield). The reactants are [CH2:1]([O:3]/[C:4](=[CH:10]\[C:11]1[CH:16]=[CH:15][C:14]([C:17]2[CH:22]=[CH:21][CH:20]=[C:19]([N:23]([CH3:36])[C:24](OC3C=CC([N+]([O-])=O)=CC=3)=[O:25])[CH:18]=2)=[CH:13][CH:12]=1)/[C:5]([O:7][CH2:8][CH3:9])=[O:6])[CH3:2].[CH2:37]([NH2:45])[CH2:38][C:39]1[CH:44]=[CH:43][CH:42]=[CH:41][CH:40]=1.O. The catalyst is CN(C)C=O. The product is [CH2:1]([O:3]/[C:4](=[CH:10]\[C:11]1[CH:16]=[CH:15][C:14]([C:17]2[CH:22]=[CH:21][CH:20]=[C:19]([N:23]([CH3:36])[C:24]([NH:45][CH2:37][CH2:38][C:39]3[CH:44]=[CH:43][CH:42]=[CH:41][CH:40]=3)=[O:25])[CH:18]=2)=[CH:13][CH:12]=1)/[C:5]([O:7][CH2:8][CH3:9])=[O:6])[CH3:2]. The yield is 0.500.